This data is from Forward reaction prediction with 1.9M reactions from USPTO patents (1976-2016). The task is: Predict the product of the given reaction. (1) Given the reactants [F:1][C:2]1[CH:7]=[CH:6][C:5]([N:8]2[C:13](=[O:14])[C:12]([O:15][CH2:16][CH:17]([CH3:19])[CH3:18])=[C:11]([C:20]3[CH:25]=[CH:24][C:23]([S:26](C)(=[O:28])=[O:27])=[CH:22][CH:21]=3)[CH:10]=[N:9]2)=[CH:4][CH:3]=1.[NH3:30], predict the reaction product. The product is: [F:1][C:2]1[CH:7]=[CH:6][C:5]([N:8]2[C:13](=[O:14])[C:12]([O:15][CH2:16][CH:17]([CH3:19])[CH3:18])=[C:11]([C:20]3[CH:25]=[CH:24][C:23]([S:26]([NH2:30])(=[O:28])=[O:27])=[CH:22][CH:21]=3)[CH:10]=[N:9]2)=[CH:4][CH:3]=1. (2) Given the reactants [C:1]([NH:8][N:9]1[C:15](=[O:16])[CH2:14][C:13]2[CH:17]=[CH:18][CH:19]=[CH:20][C:12]=2[C:11]2[CH:21]=[CH:22][CH:23]=[CH:24][C:10]1=2)([O:3][C:4]([CH3:7])([CH3:6])[CH3:5])=[O:2].CN(C=O)C.C([O-])([O-])=O.[Cs+].[Cs+].Cl[CH2:37][C:38](=[O:43])[C:39]([CH3:42])([CH3:41])[CH3:40], predict the reaction product. The product is: [C:1]([NH:8][N:9]1[C:15](=[O:16])[CH:14]([CH2:37][C:38](=[O:43])[C:39]([CH3:42])([CH3:41])[CH3:40])[C:13]2[CH:17]=[CH:18][CH:19]=[CH:20][C:12]=2[C:11]2[CH:21]=[CH:22][CH:23]=[CH:24][C:10]1=2)([O:3][C:4]([CH3:7])([CH3:6])[CH3:5])=[O:2]. (3) Given the reactants [CH:1]1([C:4]([C:6]2[C:7](F)=[N:8][CH:9]=[CH:10][CH:11]=2)=O)[CH2:3][CH2:2]1.Cl.Cl.[NH:15]([C@H:17]1[CH2:20][C@H:19]([NH:21][C:22]2[S:23][C:24]3[CH:30]=[CH:29][CH:28]=[CH:27][C:25]=3[N:26]=2)[CH2:18]1)[NH2:16].C([O-])(=O)C.[K+].O1CCOCC1, predict the reaction product. The product is: [CH:1]1([C:4]2[C:6]3[C:7](=[N:8][CH:9]=[CH:10][CH:11]=3)[N:15]([C@H:17]3[CH2:18][C@H:19]([NH:21][C:22]4[S:23][C:24]5[CH:30]=[CH:29][CH:28]=[CH:27][C:25]=5[N:26]=4)[CH2:20]3)[N:16]=2)[CH2:3][CH2:2]1. (4) The product is: [CH:14]1([CH:4]([NH:5][S:6]([C:8]([CH3:11])([CH3:10])[CH3:9])=[O:7])[CH2:3][C:2]([OH:1])([CH3:13])[CH3:12])[CH2:16][CH2:15]1. Given the reactants [OH:1][C:2]([CH3:13])([CH3:12])[CH2:3]/[CH:4]=[N:5]/[S:6]([C:8]([CH3:11])([CH3:10])[CH3:9])=[O:7].[CH:14]1([Mg]Br)[CH2:16][CH2:15]1.[NH4+].[Cl-], predict the reaction product. (5) Given the reactants [NH2:1][C@H:2]([C:4]1[CH:12]=[CH:11][C:7]([C:8]([OH:10])=[O:9])=[CH:6][CH:5]=1)[CH3:3].Cl[C:14]([O:16][CH2:17][C:18]1[CH:23]=[CH:22][CH:21]=[CH:20][CH:19]=1)=[O:15].Cl, predict the reaction product. The product is: [CH2:17]([O:16][C:14]([NH:1][C@H:2]([C:4]1[CH:12]=[CH:11][C:7]([C:8]([OH:10])=[O:9])=[CH:6][CH:5]=1)[CH3:3])=[O:15])[C:18]1[CH:23]=[CH:22][CH:21]=[CH:20][CH:19]=1.